From a dataset of Reaction yield outcomes from USPTO patents with 853,638 reactions. Predict the reaction yield, written as a fraction of the theoretical maximum amount of product (1.0 means a 100% yield; for example, 0.34 means a 34% yield). (1) The reactants are Br[C:2]1[N:10]([CH2:11][CH2:12][CH:13]([CH3:15])[CH3:14])[C:9]2[C:8](=[O:16])[N:7]([CH2:17][CH2:18][CH2:19][O:20][Si:21]([C:24]([CH3:27])([CH3:26])[CH3:25])([CH3:23])[CH3:22])[C:6](=[O:28])[N:5]([CH3:29])[C:4]=2[N:3]=1.[Cl:30][C:31]1[CH:32]=[C:33]([OH:37])[CH:34]=[CH:35][CH:36]=1.C(=O)([O-])[O-].[K+].[K+]. The catalyst is CN(C=O)C.O. The product is [Si:21]([O:20][CH2:19][CH2:18][CH2:17][N:7]1[C:8](=[O:16])[C:9]2[N:10]([CH2:11][CH2:12][CH:13]([CH3:15])[CH3:14])[C:2]([O:37][C:33]3[CH:34]=[CH:35][CH:36]=[C:31]([Cl:30])[CH:32]=3)=[N:3][C:4]=2[N:5]([CH3:29])[C:6]1=[O:28])([C:24]([CH3:27])([CH3:26])[CH3:25])([CH3:23])[CH3:22]. The yield is 1.00. (2) The reactants are [CH3:1][N:2]([CH3:37])[CH2:3][C:4]#[C:5][C:6]1[CH:7]=[C:8]([NH:16][C:17]2[N:18]=[CH:19][C:20]3[CH2:21][C:22](=[O:36])[NH:23][C:24]4[CH:31]=[C:30]([C:32]([F:35])([F:34])[F:33])[CH:29]=[CH:28][C:25]=4[C:26]=3[N:27]=2)[C:9]([C:12]([F:15])([F:14])[F:13])=[N:10][CH:11]=1.CCO. The catalyst is [Ni].C1COCC1. The product is [CH3:37][N:2]([CH3:1])[CH2:3][CH2:4][CH2:5][C:6]1[CH:7]=[C:8]([NH:16][C:17]2[N:18]=[CH:19][C:20]3[CH2:21][C:22](=[O:36])[NH:23][C:24]4[CH:31]=[C:30]([C:32]([F:34])([F:33])[F:35])[CH:29]=[CH:28][C:25]=4[C:26]=3[N:27]=2)[C:9]([C:12]([F:15])([F:14])[F:13])=[N:10][CH:11]=1. The yield is 0.780. (3) The reactants are [I:1]N1C(=O)CCC1=O.[F-].[K+].[Cl:11][C:12]1[CH:17]=[CH:16][N:15]=[C:14]2[CH:18]=[C:19]([Si](C)(C)C)[O:20][C:13]=12. The catalyst is C(#N)C. The product is [Cl:11][C:12]1[CH:17]=[CH:16][N:15]=[C:14]2[CH:18]=[C:19]([I:1])[O:20][C:13]=12. The yield is 0.773. (4) The reactants are [F:1][C:2]([F:37])([F:36])[C:3]1[CH:4]=[C:5]([CH:29]=[C:30]([C:32]([F:35])([F:34])[F:33])[CH:31]=1)[CH2:6][NH:7][CH2:8][C:9]1[C:10]([N:20]([CH2:25][CH:26]2[CH2:28][CH2:27]2)[CH2:21][CH:22]2[CH2:24][CH2:23]2)=[N:11][C:12]2[C:17]([CH:18]=1)=[CH:16][CH:15]=[CH:14][C:13]=2[CH3:19].C(N(C(C)C)CC)(C)C.[Cl:47][C:48]1[N:53]=[C:52](Cl)[N:51]=[CH:50][N:49]=1. The catalyst is CN(C=O)C.C(OCC)(=O)C. The product is [F:37][C:2]([F:36])([F:1])[C:3]1[CH:4]=[C:5]([CH:29]=[C:30]([C:32]([F:35])([F:34])[F:33])[CH:31]=1)[CH2:6][N:7]([CH2:8][C:9]1[C:10]([N:20]([CH2:21][CH:22]2[CH2:23][CH2:24]2)[CH2:25][CH:26]2[CH2:28][CH2:27]2)=[N:11][C:12]2[C:17]([CH:18]=1)=[CH:16][CH:15]=[CH:14][C:13]=2[CH3:19])[C:52]1[N:53]=[C:48]([Cl:47])[N:49]=[CH:50][N:51]=1. The yield is 0.679. (5) The reactants are [NH2:1][C:2]1[CH:10]=[C:9]([Cl:11])[CH:8]=[CH:7][C:3]=1[C:4]([OH:6])=[O:5].Cl.[CH3:13]O. No catalyst specified. The product is [NH2:1][C:2]1[CH:10]=[C:9]([Cl:11])[CH:8]=[CH:7][C:3]=1[C:4]([O:6][CH3:13])=[O:5]. The yield is 0.620.